Dataset: Forward reaction prediction with 1.9M reactions from USPTO patents (1976-2016). Task: Predict the product of the given reaction. (1) Given the reactants OC1[CH:11]=[C:10]2[C:5]([CH2:6][CH2:7][CH:8](C(=O)C(OCC)=O)[C:9]2=O)=CC=1.[NH2:20][S:21]([C:24]1[CH:29]=[CH:28][C:27]([N:30]2[C:38]3C4C=C(O)C=CC=4[CH2:35][CH2:34][C:33]=3[C:32]([C:44]([O:46][CH2:47][CH3:48])=[O:45])=[N:31]2)=[CH:26][CH:25]=1)(=[O:23])=[O:22], predict the reaction product. The product is: [NH2:20][S:21]([C:24]1[CH:29]=[CH:28][C:27]([N:30]2[C:38]3[C:33]4[CH:38]=[N:30][N:31]([CH2:11][C:10]5[CH:5]=[CH:6][CH:7]=[CH:8][CH:9]=5)[C:32]=4[CH2:35][CH2:34][C:33]=3[C:32]([C:44]([O:46][CH2:47][CH3:48])=[O:45])=[N:31]2)=[CH:26][CH:25]=1)(=[O:22])=[O:23]. (2) Given the reactants [OH:1][C:2]1[CH:10]=[CH:9][CH:8]=[C:7]2[C:3]=1[CH:4]=[CH:5][N:6]2[CH3:11].[F:12][C:13]1[CH:14]=[C:15]([CH:18]=[C:19]([F:21])[CH:20]=1)[CH:16]=O.[C:22](#[N:26])[CH2:23][C:24]#[N:25], predict the reaction product. The product is: [NH2:26][C:22]1[O:1][C:2]2[C:10]([CH:16]([C:15]3[CH:14]=[C:13]([F:12])[CH:20]=[C:19]([F:21])[CH:18]=3)[C:23]=1[C:24]#[N:25])=[CH:9][CH:8]=[C:7]1[N:6]([CH3:11])[CH:5]=[CH:4][C:3]=21.